Dataset: Reaction yield outcomes from USPTO patents with 853,638 reactions. Task: Predict the reaction yield, written as a fraction of the theoretical maximum amount of product (1.0 means a 100% yield; for example, 0.34 means a 34% yield). The reactants are CO[C:3]([C:5]1[CH2:10][CH:9]([CH2:11][CH2:12][O:13][CH2:14][C:15]2[CH:20]=[CH:19][CH:18]=[CH:17][CH:16]=2)[CH2:8][CH2:7][CH:6]=1)=O.CC(C[AlH]CC(C)C)C.N1C=CC=CC=1.S(=O)(=O)=O.[H-].[H-].[H-].[H-].[Li+].[Al+3]. The catalyst is C1COCC1. The product is [CH3:3][C:5]1[CH2:10][CH:9]([CH2:11][CH2:12][O:13][CH2:14][C:15]2[CH:16]=[CH:17][CH:18]=[CH:19][CH:20]=2)[CH2:8][CH2:7][CH:6]=1. The yield is 0.820.